From a dataset of Forward reaction prediction with 1.9M reactions from USPTO patents (1976-2016). Predict the product of the given reaction. (1) Given the reactants C([O:5][C:6]([CH2:8][N:9]1[CH2:13][CH2:12][N:11]([CH2:14][C:15]([O:17][C:18]([CH3:21])([CH3:20])[CH3:19])=[O:16])[C:10]1=[O:22])=[O:7])(C)(C)C.[OH-].[K+], predict the reaction product. The product is: [C:18]([O:17][C:15]([CH2:14][N:11]1[CH2:12][CH2:13][N:9]([CH2:8][C:6]([OH:7])=[O:5])[C:10]1=[O:22])=[O:16])([CH3:21])([CH3:19])[CH3:20]. (2) Given the reactants [Cl:1][C:2]1[CH:7]=[CH:6][C:5]([C:8]2([CH3:37])[C:12]([C:14]3[CH:19]=[CH:18][C:17]([Cl:20])=[CH:16][CH:15]=3)([CH3:13])[N:11]([C:21](Cl)=[O:22])[C:10]([C:24]3[CH:29]=[CH:28][C:27]([C:30]([F:33])([F:32])[F:31])=[CH:26][C:25]=3[O:34][CH2:35][CH3:36])=[N:9]2)=[CH:4][CH:3]=1.[OH:38][CH2:39][CH2:40][NH:41][CH2:42][CH2:43][OH:44], predict the reaction product. The product is: [OH:38][CH2:39][CH2:40][N:41]([CH2:42][CH2:43][OH:44])[C:21]([N:11]1[C:12]([C:14]2[CH:15]=[CH:16][C:17]([Cl:20])=[CH:18][CH:19]=2)([CH3:13])[C:8]([C:5]2[CH:6]=[CH:7][C:2]([Cl:1])=[CH:3][CH:4]=2)([CH3:37])[N:9]=[C:10]1[C:24]1[CH:29]=[CH:28][C:27]([C:30]([F:32])([F:33])[F:31])=[CH:26][C:25]=1[O:34][CH2:35][CH3:36])=[O:22]. (3) Given the reactants C([O:3][C:4]([C:6]1[C:7]([NH:24][C:25]2[CH:30]=[CH:29][C:28]([I:31])=[CH:27][C:26]=2[F:32])=[C:8]2[CH:14]=[N:13][N:12]([CH2:15][C:16]3[CH:21]=[CH:20][C:19]([O:22][CH3:23])=[CH:18][CH:17]=3)[C:9]2=[N:10][CH:11]=1)=[O:5])C.[OH-].[Na+], predict the reaction product. The product is: [F:32][C:26]1[CH:27]=[C:28]([I:31])[CH:29]=[CH:30][C:25]=1[NH:24][C:7]1[C:6]([C:4]([OH:5])=[O:3])=[CH:11][N:10]=[C:9]2[N:12]([CH2:15][C:16]3[CH:17]=[CH:18][C:19]([O:22][CH3:23])=[CH:20][CH:21]=3)[N:13]=[CH:14][C:8]=12. (4) Given the reactants [Br:1][C:2]1[N:7]=[C:6]([CH2:8][NH:9][CH2:10][C:11]([NH:13][CH:14]2[CH2:18][CH2:17][CH2:16][CH2:15]2)=[O:12])[CH:5]=[CH:4][CH:3]=1.C(N(CC)CC)C.[C:26](Cl)(=[O:28])[CH3:27], predict the reaction product. The product is: [C:26]([N:9]([CH2:8][C:6]1[CH:5]=[CH:4][CH:3]=[C:2]([Br:1])[N:7]=1)[CH2:10][C:11]([NH:13][CH:14]1[CH2:18][CH2:17][CH2:16][CH2:15]1)=[O:12])(=[O:28])[CH3:27].